From a dataset of Catalyst prediction with 721,799 reactions and 888 catalyst types from USPTO. Predict which catalyst facilitates the given reaction. (1) Reactant: [Cl:1][CH2:2][CH2:3][O:4][C:5]1[CH:13]=[CH:12][CH:11]=[C:10]2[C:6]=1[CH:7]=[N:8][NH:9]2.[H-].[Na+].[C:16]1([S:22](Cl)(=[O:24])=[O:23])[CH:21]=[CH:20][CH:19]=[CH:18][CH:17]=1. Product: [Cl:1][CH2:2][CH2:3][O:4][C:5]1[CH:13]=[CH:12][CH:11]=[C:10]2[C:6]=1[CH:7]=[N:8][N:9]2[S:22]([C:16]1[CH:21]=[CH:20][CH:19]=[CH:18][CH:17]=1)(=[O:24])=[O:23]. The catalyst class is: 7. (2) Reactant: [C:1]1([P:7](=[O:10])([OH:9])[OH:8])[CH:6]=[CH:5][CH:4]=[CH:3][CH:2]=1.[O-2].[Zn+2:12]. Product: [C:1]1([P:7](=[O:8])([O-:10])[O-:9])[CH:6]=[CH:5][CH:4]=[CH:3][CH:2]=1.[Zn+2:12]. The catalyst class is: 6. (3) Reactant: [OH-].[Li+].[NH2:3][C:4]1[CH:9]=[C:8]([C:10]([F:13])([F:12])[CH3:11])[N:7]=[C:6]([C:14]([O:16]C)=[O:15])[C:5]=1[Cl:18]. Product: [NH2:3][C:4]1[CH:9]=[C:8]([C:10]([F:13])([F:12])[CH3:11])[N:7]=[C:6]([C:14]([OH:16])=[O:15])[C:5]=1[Cl:18]. The catalyst class is: 132.